This data is from Full USPTO retrosynthesis dataset with 1.9M reactions from patents (1976-2016). The task is: Predict the reactants needed to synthesize the given product. (1) The reactants are: [NH2:1][C@H:2]([CH2:5][C:6]1[CH:11]=[CH:10][CH:9]=[CH:8][CH:7]=1)[C:3]#[N:4].Cl.[H][H].N[C@H](CC1C=CC=CC=1)CO. Given the product [C:6]1([CH2:5][C@@H:2]([NH2:1])[CH2:3][NH2:4])[CH:11]=[CH:10][CH:9]=[CH:8][CH:7]=1, predict the reactants needed to synthesize it. (2) Given the product [C:41]1([C:44]([NH2:46])=[O:45])([C:39]([NH2:38])=[O:40])[CH2:43][CH2:42]1, predict the reactants needed to synthesize it. The reactants are: CO[C@H](C)C(O)=O.CN1CCOCC1.ClC(OCC(C)C)=O.ClC1C=C(OC2C(F)=CC([NH:38][C:39]([C:41]3([C:44]([NH:46]C4C=CC(F)=CC=4)=[O:45])[CH2:43][CH2:42]3)=[O:40])=C(F)C=2)C=CN=1. (3) Given the product [O:17]=[C:13]1[CH:12]=[C:11]([O:10][CH2:9][C:7]2[CH:6]=[CH:5][CH:4]=[C:3]([C:2]([F:1])([F:18])[F:19])[N:8]=2)[CH:16]=[CH:15][N:14]1[C:21]1[CH:26]=[CH:25][C:24]2[C:27]3[CH2:28][N:29]([C:35]([O:37][C:38]([CH3:41])([CH3:40])[CH3:39])=[O:36])[CH2:30][CH2:31][CH2:32][C:33]=3[O:34][C:23]=2[CH:22]=1, predict the reactants needed to synthesize it. The reactants are: [F:1][C:2]([F:19])([F:18])[C:3]1[N:8]=[C:7]([CH2:9][O:10][C:11]2[CH:16]=[CH:15][NH:14][C:13](=[O:17])[CH:12]=2)[CH:6]=[CH:5][CH:4]=1.Br[C:21]1[CH:26]=[CH:25][C:24]2[C:27]3[CH2:28][N:29]([C:35]([O:37][C:38]([CH3:41])([CH3:40])[CH3:39])=[O:36])[CH2:30][CH2:31][CH2:32][C:33]=3[O:34][C:23]=2[CH:22]=1.C([O-])([O-])=O.[Cs+].[Cs+].CN[C@@H]1CCCC[C@H]1NC. (4) Given the product [F:38][C:8]([F:37])([F:7])[C:9]1[CH:10]=[C:11]([NH:15][C:16]([N:18]2[C:26]3[C:21](=[CH:22][C:23]([O:27][C:28]4[CH:29]=[C:30]([C:34]([N:43]5[CH2:44][CH2:45][N:40]([CH3:39])[CH2:41][CH2:42]5)=[O:36])[N:31]=[CH:32][N:33]=4)=[CH:24][CH:25]=3)[CH2:20][CH2:19]2)=[O:17])[CH:12]=[CH:13][CH:14]=1, predict the reactants needed to synthesize it. The reactants are: C(Cl)(=O)C(Cl)=O.[F:7][C:8]([F:38])([F:37])[C:9]1[CH:10]=[C:11]([NH:15][C:16]([N:18]2[C:26]3[C:21](=[CH:22][C:23]([O:27][C:28]4[N:33]=[CH:32][N:31]=[C:30]([C:34]([OH:36])=O)[CH:29]=4)=[CH:24][CH:25]=3)[CH2:20][CH2:19]2)=[O:17])[CH:12]=[CH:13][CH:14]=1.[CH3:39][N:40]1[CH2:45][CH2:44][NH:43][CH2:42][CH2:41]1.